Dataset: Full USPTO retrosynthesis dataset with 1.9M reactions from patents (1976-2016). Task: Predict the reactants needed to synthesize the given product. (1) Given the product [CH:6]1([C:9]2[CH:14]=[CH:13][C:12]([C:15]3[CH:19]=[C:18]([CH2:20][C:21]([OH:29])=[O:22])[O:17][N:16]=3)=[C:11]([C:23]([F:26])([F:25])[F:24])[CH:10]=2)[CH2:8][CH2:7]1, predict the reactants needed to synthesize it. The reactants are: I(O)(=O)(=O)=O.[CH:6]1([C:9]2[CH:14]=[CH:13][C:12]([C:15]3[CH:19]=[C:18]([CH2:20][CH2:21][OH:22])[O:17][N:16]=3)=[C:11]([C:23]([F:26])([F:25])[F:24])[CH:10]=2)[CH2:8][CH2:7]1.[OH-].[Na+].[OH:29]S(O)(=O)=O. (2) Given the product [CH2:1]([O:8][C:9]1[CH:10]=[CH:11][C:12]([O:15][C:18](=[O:19])[N:17]([CH3:16])[C:21]2[CH:26]=[CH:25][CH:24]=[CH:23][CH:22]=2)=[CH:13][CH:14]=1)[C:2]1[CH:3]=[CH:4][CH:5]=[CH:6][CH:7]=1, predict the reactants needed to synthesize it. The reactants are: [CH2:1]([O:8][C:9]1[CH:14]=[CH:13][C:12]([OH:15])=[CH:11][CH:10]=1)[C:2]1[CH:7]=[CH:6][CH:5]=[CH:4][CH:3]=1.[CH3:16][N:17]([C:21]1[CH:26]=[CH:25][CH:24]=[CH:23][CH:22]=1)[C:18](Cl)=[O:19]. (3) Given the product [OH:18][C:17]1[CH:16]=[C:15]([N:7]2[C:6]3[CH:8]=[CH:9][CH:10]=[CH:11][C:5]=3[N:4]=[C:3]2[S:2][CH3:1])[S:14][C:13]=1[C:19]([O:21][CH3:22])=[O:20], predict the reactants needed to synthesize it. The reactants are: [CH3:1][S:2][C:3]1[NH:7][C:6]2[CH:8]=[CH:9][CH:10]=[CH:11][C:5]=2[N:4]=1.Cl[C:13]1([C:19]([O:21][CH3:22])=[O:20])[C:17](=[O:18])[CH:16]=[CH:15][S:14]1.C(O)(=O)C.ClCCl. (4) Given the product [CH:44]1([CH2:1][N:2]2[C:7](=[O:8])[CH:6]=[CH:5][C:4]([C:10]3[CH:11]=[CH:12][C:13]([C@@H:16]([N:18]4[CH2:23][CH2:22][C@:21]([CH2:30][C:31]([OH:34])([CH3:33])[CH3:32])([C:24]5[CH:25]=[CH:26][CH:27]=[CH:28][CH:29]=5)[O:20][C:19]4=[O:35])[CH3:17])=[CH:14][CH:15]=3)=[N:3]2)[CH2:46][CH2:45]1, predict the reactants needed to synthesize it. The reactants are: [CH3:1][N:2]1[C:7](=[O:8])[C:6](C)=[CH:5][C:4]([C:10]2[CH:15]=[CH:14][C:13]([C@@H:16]([N:18]3[CH2:23][CH2:22][C@:21]([CH2:30][C:31]([OH:34])([CH3:33])[CH3:32])([C:24]4[CH:29]=[CH:28][CH:27]=[CH:26][CH:25]=4)[O:20][C:19]3=[O:35])[CH3:17])=[CH:12][CH:11]=2)=[N:3]1.ClC1C=CC(=O)N(C[CH:44]2[CH2:46][CH2:45]2)N=1. (5) Given the product [Br:1][C:2]1[CH:3]=[C:4]([C:8](=[O:16])[C:9](=[C:20]2[S:22][CH2:23][S:21]2)[C:10]2[CH:11]=[CH:12][N:13]=[CH:14][CH:15]=2)[CH:5]=[CH:6][CH:7]=1, predict the reactants needed to synthesize it. The reactants are: [Br:1][C:2]1[CH:3]=[C:4]([C:8](=[O:16])[CH2:9][C:10]2[CH:15]=[CH:14][N:13]=[CH:12][CH:11]=2)[CH:5]=[CH:6][CH:7]=1.BrCBr.[C:20](=[S:22])=[S:21].[C:23]([O-])([O-])=O.[K+].[K+]. (6) The reactants are: F[C:2]1[CH:3]=[C:4]([OH:11])[CH:5]=[CH:6][C:7]=1[N+:8]([O-:10])=[O:9].[NH:12]1[CH2:17][CH2:16][O:15][CH2:14][CH2:13]1.C(=O)([O-])[O-].[Ca+2]. Given the product [O:15]1[CH2:16][CH2:17][N:12]([C:2]2[CH:3]=[C:4]([OH:11])[CH:5]=[CH:6][C:7]=2[N+:8]([O-:10])=[O:9])[CH2:13][CH2:14]1, predict the reactants needed to synthesize it. (7) Given the product [NH2:45][C:46]1[N:55]=[C:54]([N:56]2[CH2:57][CH2:58][N:59]([CH3:62])[CH2:60][CH2:61]2)[C:53]2[C:48](=[CH:49][C:50]([C:63]([NH:26][CH2:27][C:28]3[CH:29]=[C:30]([CH:42]=[CH:43][CH:44]=3)[O:31][C:32]3[CH:41]=[CH:40][C:35]([C:36]([O:38][CH3:39])=[O:37])=[CH:34][CH:33]=3)=[O:64])=[CH:51][CH:52]=2)[N:47]=1, predict the reactants needed to synthesize it. The reactants are: F[P-](F)(F)(F)(F)F.C[N+](C)=C(N(C)C)ON1C2N=CC=CC=2N=N1.Cl.[NH2:26][CH2:27][C:28]1[CH:29]=[C:30]([CH:42]=[CH:43][CH:44]=1)[O:31][C:32]1[CH:41]=[CH:40][C:35]([C:36]([O:38][CH3:39])=[O:37])=[CH:34][CH:33]=1.[NH2:45][C:46]1[N:55]=[C:54]([N:56]2[CH2:61][CH2:60][N:59]([CH3:62])[CH2:58][CH2:57]2)[C:53]2[C:48](=[CH:49][C:50]([C:63](O)=[O:64])=[CH:51][CH:52]=2)[N:47]=1.C(N(CC)C(C)C)(C)C. (8) Given the product [F:48][CH:46]([F:47])[C:29]1[C:30]([F:45])=[C:31]([S:34](=[O:35])(=[O:36])[NH:37][C@@H:38]([CH2:43][CH3:44])[C:39]([F:42])([F:41])[F:40])[CH:32]=[CH:33][C:28]=1[C:11]1[S:10][C:9]([C:12]2[O:16][C:15]([CH2:17][C:18]([CH3:24])([CH3:23])[C:19]([OH:21])=[O:20])=[N:14][N:13]=2)=[N:8][C:7]=1[CH2:6][C:5]1[CH:4]=[CH:3][C:2]([F:1])=[CH:26][CH:25]=1, predict the reactants needed to synthesize it. The reactants are: [F:1][C:2]1[CH:26]=[CH:25][C:5]([CH2:6][C:7]2[N:8]=[C:9]([C:12]3[O:16][C:15]([CH2:17][C:18]([CH3:24])([CH3:23])[C:19]([O:21]C)=[O:20])=[N:14][N:13]=3)[S:10][CH:11]=2)=[CH:4][CH:3]=1.Br[C:28]1[CH:33]=[CH:32][C:31]([S:34]([NH:37][C@@H:38]([CH2:43][CH3:44])[C:39]([F:42])([F:41])[F:40])(=[O:36])=[O:35])=[C:30]([F:45])[C:29]=1[CH:46]([F:48])[F:47]. (9) Given the product [CH3:11][N:12]1[CH2:17][CH2:16][N:15]([C:7]2[CH:8]=[CH:9][C:4]([C:2](=[O:3])[CH3:1])=[CH:5][CH:6]=2)[CH2:14][CH2:13]1, predict the reactants needed to synthesize it. The reactants are: [CH3:1][C:2]([C:4]1[CH:9]=[CH:8][C:7](Br)=[CH:6][CH:5]=1)=[O:3].[CH3:11][N:12]1[CH2:17][CH2:16][NH:15][CH2:14][CH2:13]1.C(=O)([O-])[O-].[K+].[K+]. (10) Given the product [F:1][C:2]1[CH:3]=[C:4]([CH2:5][OH:6])[CH:7]=[C:8]([F:14])[C:9]=1[O:10][CH:11]([CH3:13])[CH3:12], predict the reactants needed to synthesize it. The reactants are: [F:1][C:2]1[CH:3]=[C:4]([CH:7]=[C:8]([F:14])[C:9]=1[O:10][CH:11]([CH3:13])[CH3:12])[CH:5]=[O:6].[BH4-].[Na+].